From a dataset of Catalyst prediction with 721,799 reactions and 888 catalyst types from USPTO. Predict which catalyst facilitates the given reaction. (1) Reactant: [S:1]1[C:5]2[CH:6]=[CH:7][CH:8]=[CH:9][C:4]=2[N:3]=[C:2]1[O:10][C:11]1[CH:26]=[CH:25][C:14]2[C:15]([CH2:18][CH2:19]OS(C)(=O)=O)=[CH:16][O:17][C:13]=2[CH:12]=1.C([O-])([O-])=O.[K+].[K+].[NH:33]1[CH2:43][CH2:42][CH:36]([C:37]([O:39][CH2:40][CH3:41])=[O:38])[CH2:35][CH2:34]1. Product: [CH2:40]([O:39][C:37]([CH:36]1[CH2:42][CH2:43][N:33]([CH2:19][CH2:18][C:15]2[C:14]3[CH:25]=[CH:26][C:11]([O:10][C:2]4[S:1][C:5]5[CH:6]=[CH:7][CH:8]=[CH:9][C:4]=5[N:3]=4)=[CH:12][C:13]=3[O:17][CH:16]=2)[CH2:34][CH2:35]1)=[O:38])[CH3:41]. The catalyst class is: 23. (2) Reactant: Cl[C:2]1[N:7]=[C:6]([C:8]2[N:12]3[CH:13]=[CH:14][CH:15]=[CH:16][C:11]3=[N:10][C:9]=2[C:17]2[CH:18]=[C:19]([CH:31]=[CH:32][CH:33]=2)[C:20]([NH:22][C:23]2[C:28]([F:29])=[CH:27][CH:26]=[CH:25][C:24]=2[F:30])=[O:21])[CH:5]=[CH:4][N:3]=1.[CH3:34][C:35]1[C:36]([N:44]2[CH2:49][CH2:48][N:47]([S:50]([CH3:53])(=[O:52])=[O:51])[CH2:46][CH2:45]2)=[CH:37][C:38]([O:42][CH3:43])=[C:39]([CH:41]=1)[NH2:40].C1(C)C=CC(S(O)(=O)=O)=CC=1.C(O)C(F)(F)F.N. Product: [F:30][C:24]1[CH:25]=[CH:26][CH:27]=[C:28]([F:29])[C:23]=1[NH:22][C:20](=[O:21])[C:19]1[CH:31]=[CH:32][CH:33]=[C:17]([C:9]2[N:10]=[C:11]3[CH:16]=[CH:15][CH:14]=[CH:13][N:12]3[C:8]=2[C:6]2[CH:5]=[CH:4][N:3]=[C:2]([NH:40][C:39]3[CH:41]=[C:35]([CH3:34])[C:36]([N:44]4[CH2:49][CH2:48][N:47]([S:50]([CH3:53])(=[O:52])=[O:51])[CH2:46][CH2:45]4)=[CH:37][C:38]=3[O:42][CH3:43])[N:7]=2)[CH:18]=1. The catalyst class is: 100. (3) Reactant: [C:1](=[O:19])([O:12][CH:13]1[CH2:18][CH2:17][O:16][CH2:15][CH2:14]1)OC1C=CC([N+]([O-])=O)=CC=1.[NH2:20][CH2:21][C@H:22]1[CH2:27][CH2:26][C@H:25]([CH2:28][NH:29][C:30]([C:32]2[C:41]3[C:36](=[CH:37][CH:38]=[CH:39][CH:40]=3)[N:35]=[C:34]([C:42]3[CH:43]=[N:44][C:45]([N:48]4[CH2:53][CH2:52][N:51]([CH3:54])[CH2:50][CH2:49]4)=[CH:46][CH:47]=3)[CH:33]=2)=[O:31])[CH2:24][CH2:23]1. Product: [CH3:54][N:51]1[CH2:50][CH2:49][N:48]([C:45]2[N:44]=[CH:43][C:42]([C:34]3[CH:33]=[C:32]([C:30]([NH:29][CH2:28][C@H:25]4[CH2:26][CH2:27][C@H:22]([CH2:21][NH:20][C:1](=[O:19])[O:12][CH:13]5[CH2:14][CH2:15][O:16][CH2:17][CH2:18]5)[CH2:23][CH2:24]4)=[O:31])[C:41]4[C:36](=[CH:37][CH:38]=[CH:39][CH:40]=4)[N:35]=3)=[CH:47][CH:46]=2)[CH2:53][CH2:52]1. The catalyst class is: 774. (4) Reactant: [NH2:1][C:2]1[N:7]=[CH:6][N:5]=[C:4]2[N:8]([CH2:32][CH2:33][NH:34][CH2:35][CH2:36][OH:37])[N:9]=[C:10]([C:11]3[CH:16]=[CH:15][C:14]([NH:17][C:18]([C:20]4[N:21]([CH3:29])[C:22]5[C:27]([CH:28]=4)=[CH:26][CH:25]=[CH:24][CH:23]=5)=[O:19])=[C:13]([O:30][CH3:31])[CH:12]=3)[C:3]=12.[C:38]([OH:45])(=[O:44])/[CH:39]=[CH:40]\[C:41]([OH:43])=[O:42]. Product: [C:38]([OH:45])(=[O:44])/[CH:39]=[CH:40]\[C:41]([OH:43])=[O:42].[NH2:1][C:2]1[N:7]=[CH:6][N:5]=[C:4]2[N:8]([CH2:32][CH2:33][NH:34][CH2:35][CH2:36][OH:37])[N:9]=[C:10]([C:11]3[CH:16]=[CH:15][C:14]([NH:17][C:18]([C:20]4[N:21]([CH3:29])[C:22]5[C:27]([CH:28]=4)=[CH:26][CH:25]=[CH:24][CH:23]=5)=[O:19])=[C:13]([O:30][CH3:31])[CH:12]=3)[C:3]=12. The catalyst class is: 13. (5) Product: [CH3:1][C:2]1[C:6]([CH3:7])=[C:5]([NH:8][C:18](=[O:19])[O:20][C:21]2[CH:26]=[CH:25][CH:24]=[CH:23][CH:22]=2)[N:4]([C:9]2[CH:14]=[CH:13][CH:12]=[CH:11][CH:10]=2)[N:3]=1. The catalyst class is: 161. Reactant: [CH3:1][C:2]1[C:6]([CH3:7])=[C:5]([NH2:8])[N:4]([C:9]2[CH:14]=[CH:13][CH:12]=[CH:11][CH:10]=2)[N:3]=1.[OH-].[Na+].Cl[C:18]([O:20][C:21]1[CH:26]=[CH:25][CH:24]=[CH:23][CH:22]=1)=[O:19]. (6) Reactant: Cl.[NH2:2][C@@H:3]1[CH2:12][CH2:11][CH2:10][C:9]2[C:8]([C:13]3[S:17][C:16]([C:18]4[CH:19]=[CH:20][C:21]([O:26][CH:27]([CH3:29])[CH3:28])=[C:22]([CH:25]=4)[C:23]#[N:24])=[N:15][N:14]=3)=[CH:7][CH:6]=[CH:5][C:4]1=2.[CH3:30][S:31]([CH:34]=[CH2:35])(=[O:33])=[O:32]. Product: [CH:27]([O:26][C:21]1[CH:20]=[CH:19][C:18]([C:16]2[S:17][C:13]([C:8]3[C:9]4[CH2:10][CH2:11][CH2:12][C@@H:3]([NH:2][CH2:35][CH2:34][S:31]([CH3:30])(=[O:33])=[O:32])[C:4]=4[CH:5]=[CH:6][CH:7]=3)=[N:14][N:15]=2)=[CH:25][C:22]=1[C:23]#[N:24])([CH3:29])[CH3:28]. The catalyst class is: 44.